From a dataset of Full USPTO retrosynthesis dataset with 1.9M reactions from patents (1976-2016). Predict the reactants needed to synthesize the given product. (1) Given the product [CH2:1]([O:3][C:4]1[CH:13]=[CH:12][C:7]([C:8]([OH:10])=[O:9])=[CH:6][C:5]=1[C:14]#[C:15][C:16]1[CH:21]=[CH:20][CH:19]=[CH:18][N:17]=1)[CH3:2], predict the reactants needed to synthesize it. The reactants are: [CH2:1]([O:3][C:4]1[CH:13]=[CH:12][C:7]([C:8]([O:10]C)=[O:9])=[CH:6][C:5]=1[C:14]#[C:15][C:16]1[CH:21]=[CH:20][CH:19]=[CH:18][N:17]=1)[CH3:2].O.[OH-].[Li+]. (2) Given the product [F:1][C:2]1[CH:38]=[CH:37][C:5]2[N:6]([C:14]3[C:15]([CH3:36])=[C:16]([CH:33]=[CH:34][CH:35]=3)[CH2:17][NH:18][C:19]3[CH:32]=[CH:31][C:22]4[C@H:23]([CH2:26][C:27]([OH:29])=[O:28])[CH2:24][O:25][C:21]=4[CH:20]=3)[C:7]([C@H:9]3[CH2:13][CH2:12][CH2:11][O:10]3)=[N:8][C:4]=2[CH:3]=1, predict the reactants needed to synthesize it. The reactants are: [F:1][C:2]1[CH:38]=[CH:37][C:5]2[N:6]([C:14]3[C:15]([CH3:36])=[C:16]([CH:33]=[CH:34][CH:35]=3)[CH2:17][NH:18][C:19]3[CH:32]=[CH:31][C:22]4[C@H:23]([CH2:26][C:27]([O:29]C)=[O:28])[CH2:24][O:25][C:21]=4[CH:20]=3)[C:7]([C@H:9]3[CH2:13][CH2:12][CH2:11][O:10]3)=[N:8][C:4]=2[CH:3]=1.O.[OH-].[Li+].Cl. (3) Given the product [CH3:32][O:31][CH2:30][CH2:29][O:3][CH2:4][C:5]([C:8]1[CH:12]=[C:11]([NH:13][C:14](=[O:27])[C:15]([CH3:16])([S:17]([CH2:20][CH2:21][C:22]([F:25])([F:24])[F:23])(=[O:19])=[O:18])[CH3:26])[O:10][N:9]=1)([CH3:7])[CH3:6], predict the reactants needed to synthesize it. The reactants are: [H-].[Na+].[OH:3][CH2:4][C:5]([C:8]1[CH:12]=[C:11]([NH:13][C:14](=[O:27])[C:15]([CH3:26])([S:17]([CH2:20][CH2:21][C:22]([F:25])([F:24])[F:23])(=[O:19])=[O:18])[CH3:16])[O:10][N:9]=1)([CH3:7])[CH3:6].Br[CH2:29][CH2:30][O:31][CH3:32]. (4) Given the product [C:2]([C:4]1[CH:9]=[CH:8][C:7]([NH:26][C:25]2[CH:27]=[CH:28][CH:29]=[C:23]([N:20]3[CH2:19][CH2:18][N:17]([C:14](=[O:16])[CH3:15])[CH2:22][CH2:21]3)[CH:24]=2)=[C:6]([N+:11]([O-:13])=[O:12])[CH:5]=1)(=[O:3])[CH3:1], predict the reactants needed to synthesize it. The reactants are: [CH3:1][C:2]([C:4]1[CH:9]=[CH:8][C:7](F)=[C:6]([N+:11]([O-:13])=[O:12])[CH:5]=1)=[O:3].[C:14]([N:17]1[CH2:22][CH2:21][N:20]([C:23]2[CH:24]=[C:25]([CH:27]=[CH:28][CH:29]=2)[NH2:26])[CH2:19][CH2:18]1)(=[O:16])[CH3:15].O. (5) Given the product [CH2:17]([C:14](=[CH:15][CH3:16])[C@H:5]([NH:6][C:7](=[O:8])[O:9][C:10]([CH3:12])([CH3:11])[CH3:13])[CH2:4][OH:3])[CH3:18], predict the reactants needed to synthesize it. The reactants are: CC1(C)[N:6]([C:7]([O:9][C:10]([CH3:13])([CH3:12])[CH3:11])=[O:8])[C@@H:5]([C:14]([CH2:17][CH3:18])=[CH:15][CH3:16])[CH2:4][O:3]1.O.C1(C)C=CC(S(O)(=O)=O)=CC=1.C(N(CC)CC)C.C(OC(OC(C)(C)C)=O)(OC(C)(C)C)=O. (6) Given the product [Br:1][C:2]1[CH:3]=[C:4]([C:8]2([CH2:14][NH:15][C:26](=[O:27])[C:25]3[CH:29]=[CH:30][CH:31]=[C:23]([C:20]4[N:19]=[C:18]([C:17]([F:33])([F:32])[F:16])[O:22][N:21]=4)[CH:24]=3)[CH2:9][CH2:10][O:11][CH2:12][CH2:13]2)[CH:5]=[CH:6][CH:7]=1, predict the reactants needed to synthesize it. The reactants are: [Br:1][C:2]1[CH:3]=[C:4]([C:8]2([CH2:14][NH2:15])[CH2:13][CH2:12][O:11][CH2:10][CH2:9]2)[CH:5]=[CH:6][CH:7]=1.[F:16][C:17]([F:33])([F:32])[C:18]1[O:22][N:21]=[C:20]([C:23]2[CH:24]=[C:25]([CH:29]=[CH:30][CH:31]=2)[C:26](O)=[O:27])[N:19]=1.